This data is from Reaction yield outcomes from USPTO patents with 853,638 reactions. The task is: Predict the reaction yield, written as a fraction of the theoretical maximum amount of product (1.0 means a 100% yield; for example, 0.34 means a 34% yield). (1) The reactants are [C:1]([O-:4])([OH:3])=[O:2].[Na+].[CH2:6]([O:8][C:9]([C:11]1[S:15][C:14]([NH2:16])=[N:13][C:12]=1[CH3:17])=[O:10])[CH3:7].ClC(O[CH2:22][C:23]1[CH:28]=[CH:27][CH:26]=[CH:25][CH:24]=1)=O. The catalyst is C1COCC1.ClCCl.O. The product is [CH2:6]([O:8][C:9]([C:11]1[S:15][C:14]([NH:16][O:2][C:1]([O:4][CH2:22][C:23]2[CH:28]=[CH:27][CH:26]=[CH:25][CH:24]=2)=[O:3])=[N:13][C:12]=1[CH3:17])=[O:10])[CH3:7]. The yield is 0.480. (2) The reactants are [C:1]([O:6][CH2:7][CH3:8])(=[O:5])[CH:2]([CH3:4])[CH3:3].[Li+].CC([N-][CH:14]([CH3:16])[CH3:15])C.Br[CH2:18][CH2:19][CH2:20][CH2:21][O:22][CH2:23][CH2:24][CH2:25]Br.[OH2:27].C1[CH2:32][O:31][CH2:30][CH2:29]1. The catalyst is C(OCC)(=O)C. The product is [CH2:30]([O:31][C:32](=[O:27])[C:14]([CH3:15])([CH3:16])[CH2:18][CH2:19][CH2:20][CH2:21][O:22][CH2:23][CH2:24][CH2:25][C:2]([C:1]([O:6][CH2:7][CH3:8])=[O:5])([CH3:4])[CH3:3])[CH3:29]. The yield is 0.850. (3) The reactants are [CH2:1]([O:8][C:9]([N:11]1[CH2:16][CH2:15][N:14]([C:17]([O:19][C:20]([CH3:23])([CH3:22])[CH3:21])=[O:18])[C@H:13]([C:24]([OH:26])=O)[CH2:12]1)=[O:10])[C:2]1[CH:7]=[CH:6][CH:5]=[CH:4][CH:3]=1.C(N(C(C)C)CC)(C)C.F[P-](F)(F)(F)(F)F.[N:43]1(OC(N(C)C)=[N+](C)C)[C:47]2[CH:48]=[CH:49][CH:50]=[CH:51][C:46]=2N=N1.O.ON1[C:66]2[CH:67]=CC=[CH:70][C:65]=2N=N1. The catalyst is CN(C=O)C.CCOC(C)=O. The product is [C@H:47]1([NH:43][C:24]([C@@H:13]2[CH2:12][N:11]([C:9]([O:8][CH2:1][C:2]3[CH:3]=[CH:4][CH:5]=[CH:6][CH:7]=3)=[O:10])[CH2:16][CH2:15][N:14]2[C:17]([O:19][C:20]([CH3:21])([CH3:23])[CH3:22])=[O:18])=[O:26])[C:46]2[C:51](=[CH:70][CH:65]=[CH:66][CH:67]=2)[CH2:50][CH2:49][CH2:48]1. The yield is 0.870. (4) The reactants are [CH:1]1[C:13]2[NH:12][C:11]3[C:6](=[CH:7][CH:8]=[CH:9][CH:10]=3)[C:5]=2[CH:4]=[CH:3][CH:2]=1.[CH3:14][O:15][C:16](=[O:24])[C:17]1[CH:22]=[CH:21][CH:20]=[CH:19][C:18]=1Br.C([O-])([O-])=O.[K+].[K+].[O-]S([O-])(=O)=O.[Na+].[Na+].[N+](C1C=CC=CC=1)([O-])=O. No catalyst specified. The product is [CH:10]1[C:11]2[N:12]([C:18]3[CH:19]=[CH:20][CH:21]=[CH:22][C:17]=3[C:16]([O:15][CH3:14])=[O:24])[C:13]3[C:5](=[CH:4][CH:3]=[CH:2][CH:1]=3)[C:6]=2[CH:7]=[CH:8][CH:9]=1. The yield is 0.796. (5) The yield is 0.440. The product is [Br:43][C:7]1[C:8](=[O:16])[N:9]([CH2:13][C:14]#[CH:15])[C:10]([CH3:12])=[CH:11][C:6]=1[O:5][CH2:4][C:3]1[CH:17]=[CH:18][C:19]([F:21])=[CH:20][C:2]=1[F:1]. The reactants are [F:1][C:2]1[CH:20]=[C:19]([F:21])[CH:18]=[CH:17][C:3]=1[CH2:4][O:5][C:6]1[CH:11]=[C:10]([CH3:12])[N:9]([CH2:13][C:14]#[CH:15])[C:8](=[O:16])[CH:7]=1.FC1C=C(F)C=CC=1COC1C=C(C)NC(=O)C=1.C([Br:43])C#C. No catalyst specified. (6) The product is [N:6]1([C:8]([O:10][C:11]([CH3:14])([CH3:13])[CH3:12])=[O:9])[CH2:7][C@@H:3]([C:1]([O:21][CH3:20])=[O:36])[CH2:4][C@H:5]1[C:15]([O:17][CH3:18])=[O:16]. The reactants are [C:1]([C@@H:3]1[CH2:7][N:6]([C:8]([O:10][C:11]([CH3:14])([CH3:13])[CH3:12])=[O:9])[C@H:5]([C:15]([O:17][CH3:18])=[O:16])[CH2:4]1)#N.Cl.[C:20](OC(OC(C)(C)C)=O)(OC(C)(C)C)=[O:21].C[OH:36]. No catalyst specified. The yield is 0.940. (7) The reactants are CC(C[AlH]CC(C)C)C.[C:10]([O:14][C:15]([NH:17][C:18]1[CH:23]=[C:22]([CH:24]([CH3:30])[C:25](OCC)=[O:26])[CH:21]=[CH:20][N:19]=1)=[O:16])([CH3:13])([CH3:12])[CH3:11].O.[O-]S([O-])(=O)=O.[Mg+2]. The catalyst is C1COCC1.C(Cl)Cl. The product is [OH:26][CH2:25][CH:24]([C:22]1[CH:21]=[CH:20][N:19]=[C:18]([NH:17][C:15](=[O:16])[O:14][C:10]([CH3:13])([CH3:12])[CH3:11])[CH:23]=1)[CH3:30]. The yield is 0.500. (8) The reactants are [CH3:1][C:2]1[C:7]([CH:8]([CH2:13][CH2:14][CH3:15])[C:9]([O:11]C)=[O:10])=[C:6]([N:16]2[CH2:21][CH2:20][N:19]([CH3:22])[CH2:18][CH2:17]2)[N:5]=[C:4]([C:23]2[CH:28]=[CH:27][CH:26]=[CH:25][CH:24]=2)[N:3]=1.[OH-].[Na+]. The catalyst is CO. The product is [CH3:1][C:2]1[C:7]([CH:8]([CH2:13][CH2:14][CH3:15])[C:9]([OH:11])=[O:10])=[C:6]([N:16]2[CH2:17][CH2:18][N:19]([CH3:22])[CH2:20][CH2:21]2)[N:5]=[C:4]([C:23]2[CH:28]=[CH:27][CH:26]=[CH:25][CH:24]=2)[N:3]=1. The yield is 0.480.